From a dataset of NCI-60 drug combinations with 297,098 pairs across 59 cell lines. Regression. Given two drug SMILES strings and cell line genomic features, predict the synergy score measuring deviation from expected non-interaction effect. (1) Drug 1: CC1C(C(CC(O1)OC2CC(CC3=C2C(=C4C(=C3O)C(=O)C5=C(C4=O)C(=CC=C5)OC)O)(C(=O)CO)O)N)O.Cl. Drug 2: C1=CC(=CC=C1CCC2=CNC3=C2C(=O)NC(=N3)N)C(=O)NC(CCC(=O)O)C(=O)O. Cell line: COLO 205. Synergy scores: CSS=40.5, Synergy_ZIP=-3.30, Synergy_Bliss=-4.07, Synergy_Loewe=0.527, Synergy_HSA=1.26. (2) Drug 1: CC1=C(C(=O)C2=C(C1=O)N3CC4C(C3(C2COC(=O)N)OC)N4)N. Drug 2: C1CN(P(=O)(OC1)NCCCl)CCCl. Cell line: OVCAR-5. Synergy scores: CSS=41.9, Synergy_ZIP=2.26, Synergy_Bliss=2.94, Synergy_Loewe=-65.2, Synergy_HSA=1.75. (3) Drug 1: C1CN1C2=NC(=NC(=N2)N3CC3)N4CC4. Drug 2: C1C(C(OC1N2C=NC(=NC2=O)N)CO)O. Cell line: NCI-H460. Synergy scores: CSS=60.7, Synergy_ZIP=7.29, Synergy_Bliss=6.78, Synergy_Loewe=7.54, Synergy_HSA=8.06. (4) Drug 1: CC(C1=C(C=CC(=C1Cl)F)Cl)OC2=C(N=CC(=C2)C3=CN(N=C3)C4CCNCC4)N. Drug 2: C1=NC(=NC(=O)N1C2C(C(C(O2)CO)O)O)N. Cell line: RPMI-8226. Synergy scores: CSS=24.3, Synergy_ZIP=6.60, Synergy_Bliss=12.5, Synergy_Loewe=-9.96, Synergy_HSA=6.88. (5) Drug 1: C1=CC=C(C=C1)NC(=O)CCCCCCC(=O)NO. Drug 2: CC1=C(N=C(N=C1N)C(CC(=O)N)NCC(C(=O)N)N)C(=O)NC(C(C2=CN=CN2)OC3C(C(C(C(O3)CO)O)O)OC4C(C(C(C(O4)CO)O)OC(=O)N)O)C(=O)NC(C)C(C(C)C(=O)NC(C(C)O)C(=O)NCCC5=NC(=CS5)C6=NC(=CS6)C(=O)NCCC[S+](C)C)O. Cell line: SW-620. Synergy scores: CSS=29.7, Synergy_ZIP=-7.07, Synergy_Bliss=0.491, Synergy_Loewe=-3.82, Synergy_HSA=1.51. (6) Drug 1: C1=C(C(=O)NC(=O)N1)F. Drug 2: CC(C)(C#N)C1=CC(=CC(=C1)CN2C=NC=N2)C(C)(C)C#N. Cell line: SW-620. Synergy scores: CSS=38.3, Synergy_ZIP=-0.702, Synergy_Bliss=-2.08, Synergy_Loewe=-2.51, Synergy_HSA=-2.30. (7) Drug 1: C1CC(=O)NC(=O)C1N2C(=O)C3=CC=CC=C3C2=O. Drug 2: C1CCC(C(C1)N)N.C(=O)(C(=O)[O-])[O-].[Pt+4]. Cell line: NCI-H460. Synergy scores: CSS=12.1, Synergy_ZIP=-8.91, Synergy_Bliss=-13.5, Synergy_Loewe=-16.3, Synergy_HSA=-16.0. (8) Drug 1: C1=CN(C(=O)N=C1N)C2C(C(C(O2)CO)O)O.Cl. Drug 2: CC1=C(N=C(N=C1N)C(CC(=O)N)NCC(C(=O)N)N)C(=O)NC(C(C2=CN=CN2)OC3C(C(C(C(O3)CO)O)O)OC4C(C(C(C(O4)CO)O)OC(=O)N)O)C(=O)NC(C)C(C(C)C(=O)NC(C(C)O)C(=O)NCCC5=NC(=CS5)C6=NC(=CS6)C(=O)NCCC[S+](C)C)O. Cell line: U251. Synergy scores: CSS=54.4, Synergy_ZIP=-7.06, Synergy_Bliss=-6.02, Synergy_Loewe=3.05, Synergy_HSA=4.13. (9) Drug 1: C(CN)CNCCSP(=O)(O)O. Drug 2: CC1C(C(CC(O1)OC2CC(CC3=C2C(=C4C(=C3O)C(=O)C5=C(C4=O)C(=CC=C5)OC)O)(C(=O)CO)O)N)O.Cl. Cell line: SW-620. Synergy scores: CSS=38.0, Synergy_ZIP=0.0794, Synergy_Bliss=-1.28, Synergy_Loewe=-36.6, Synergy_HSA=-0.750. (10) Drug 1: COC1=C(C=C2C(=C1)N=CN=C2NC3=CC(=C(C=C3)F)Cl)OCCCN4CCOCC4. Drug 2: COC1=C2C(=CC3=C1OC=C3)C=CC(=O)O2. Cell line: DU-145. Synergy scores: CSS=27.4, Synergy_ZIP=4.36, Synergy_Bliss=-2.38, Synergy_Loewe=-11.9, Synergy_HSA=-2.42.